This data is from Reaction yield outcomes from USPTO patents with 853,638 reactions. The task is: Predict the reaction yield, written as a fraction of the theoretical maximum amount of product (1.0 means a 100% yield; for example, 0.34 means a 34% yield). (1) The reactants are COC1C=CC(C[N:8](CC2C=CC(OC)=CC=2)[C:9]2[N:14]=C(C)[N:12]=[C:11]([C:16]3[C:17]([NH:24][C:25]4[CH:26]=[N:27][C:28]([O:32][CH3:33])=[C:29]([F:31])[CH:30]=4)=[N:18][CH:19]=[C:20]([CH:23]=3)[C:21]#[N:22])[N:10]=2)=CC=1.[CH2:45]([Mg]Br)[CH3:46].B(F)(F)F.[CH3:53][CH2:54]OCC.[C:58](O)([C:60](F)(F)F)=O.OS(C(F)(F)F)(=O)=O.[OH-].[Na+]. The catalyst is C1COCC1.C(O[Ti](OC(C)C)(OC(C)C)OC(C)C)(C)C. The product is [NH2:22][C:21]([C:20]1[CH:23]=[C:16]([C:11]2[N:12]=[C:45]([CH3:46])[N:14]=[C:9]([NH2:8])[N:10]=2)[C:17]([NH:24][C:25]2[CH:26]=[N:27][C:28]([O:32][CH3:33])=[C:29]([F:31])[CH:30]=2)=[N:18][CH:19]=1)([CH2:58][CH3:60])[CH2:53][CH3:54]. The yield is 0.126. (2) The reactants are [CH2:1]([N:4]1[C:12]2[C:11](=[O:13])[NH:10][C:9](=[O:14])[NH:8][C:7]=2[N:6]=[CH:5]1)[CH:2]=[CH2:3].C(=O)([O-])[O-].[Na+].[Na+].I[CH2:22][CH2:23][CH2:24][CH2:25][CH3:26]. The catalyst is CN(C=O)C.O.CCOC(C)=O. The product is [CH2:1]([N:4]1[C:12]2[C:11](=[O:13])[NH:10][C:9](=[O:14])[N:8]([CH2:22][CH2:23][CH2:24][CH2:25][CH3:26])[C:7]=2[N:6]=[CH:5]1)[CH:2]=[CH2:3]. The yield is 0.454. (3) The catalyst is C1C=CC([P]([Pd]([P](C2C=CC=CC=2)(C2C=CC=CC=2)C2C=CC=CC=2)([P](C2C=CC=CC=2)(C2C=CC=CC=2)C2C=CC=CC=2)[P](C2C=CC=CC=2)(C2C=CC=CC=2)C2C=CC=CC=2)(C2C=CC=CC=2)C2C=CC=CC=2)=CC=1.CO.O.C(COC)OC. The reactants are [CH:1]1[C:18]2[CH:17]=[CH:16][C:15]3[C:6](=[CH:7][C:8](B(O)O)=[C:9]4[C:14]=3[CH:13]=[CH:12][CH:11]=[CH:10]4)[C:5]=2[CH:4]=[CH:3][CH:2]=1.[Br:22][C:23]1[CH:24]=[C:25](I)[CH:26]=[CH:27][CH:28]=1.C1(C)C=CC=CC=1.C(=O)([O-])[O-].[Na+].[Na+]. The yield is 0.284. The product is [Br:22][C:23]1[CH:24]=[C:25]([C:17]2[CH:16]=[C:15]3[C:6](=[C:5]4[C:18]=2[CH:1]=[CH:2][CH:3]=[CH:4]4)[CH:7]=[CH:8][C:9]2[CH:10]=[CH:11][CH:12]=[CH:13][C:14]3=2)[CH:26]=[CH:27][CH:28]=1. (4) The product is [NH2:1][C:2]1[C:10]([N+:11]([O-:13])=[O:12])=[CH:9][CH:8]=[C:7]([O:16][CH3:15])[C:3]=1[C:4]([OH:6])=[O:5]. The yield is 0.830. The catalyst is CO. The reactants are [NH2:1][C:2]1[C:10]([N+:11]([O-:13])=[O:12])=[CH:9][CH:8]=[C:7](F)[C:3]=1[C:4]([OH:6])=[O:5].[CH3:15][O-:16].[Na+]. (5) The reactants are C1C=CC(P(C2C=CC=CC=2)C2C=CC=CC=2)=CC=1.II.[CH2:22]([O:29][N:30]1[C:36](=[O:37])[N:35]2[CH2:38][C@H:31]1[CH2:32][CH2:33][C@H:34]2[C:39]([NH:41][NH:42][C:43](=O)[CH2:44][CH:45]1[CH2:48][N:47]([C:49]([O:51][C:52]([CH3:55])([CH3:54])[CH3:53])=[O:50])[CH2:46]1)=[O:40])[C:23]1[CH:28]=[CH:27][CH:26]=[CH:25][CH:24]=1. The catalyst is C(Cl)Cl. The product is [CH2:22]([O:29][N:30]1[C:36](=[O:37])[N:35]2[CH2:38][C@H:31]1[CH2:32][CH2:33][C@H:34]2[C:39]1[O:40][C:43]([CH2:44][CH:45]2[CH2:48][N:47]([C:49]([O:51][C:52]([CH3:55])([CH3:53])[CH3:54])=[O:50])[CH2:46]2)=[N:42][N:41]=1)[C:23]1[CH:24]=[CH:25][CH:26]=[CH:27][CH:28]=1. The yield is 0.660. (6) The reactants are [C:1]([NH:4][C@@H:5]1[C@@H:14]([OH:15])[C@H:13]([OH:16])[C@@H:12]([CH2:17][O:18][C:19]([C:32]2[CH:37]=[CH:36][CH:35]=[CH:34][CH:33]=2)([C:26]2[CH:31]=[CH:30][CH:29]=[CH:28][CH:27]=2)[C:20]2[CH:25]=[CH:24][CH:23]=[CH:22][CH:21]=2)[O:11][CH:6]1[O:7][CH2:8][CH:9]=[CH2:10])(=[O:3])[CH3:2].[OH-].[K+].[CH2:40](Br)[C:41]1[CH:46]=[CH:45][CH:44]=[CH:43][CH:42]=1. The catalyst is C1(C)C=CC=CC=1. The product is [C:1]([NH:4][C@@H:5]1[C@@:14]([CH2:40][C:41]2[CH:46]=[CH:45][CH:44]=[CH:43][CH:42]=2)([OH:15])[C@H:13]([O:16][CH2:19][C:20]2[CH:25]=[CH:24][CH:23]=[CH:22][CH:21]=2)[C@@H:12]([CH2:17][O:18][C:19]([C:26]2[CH:31]=[CH:30][CH:29]=[CH:28][CH:27]=2)([C:20]2[CH:21]=[CH:22][CH:23]=[CH:24][CH:25]=2)[C:32]2[CH:37]=[CH:36][CH:35]=[CH:34][CH:33]=2)[O:11][CH:6]1[O:7][CH2:8][CH:9]=[CH2:10])(=[O:3])[CH3:2]. The yield is 0.880. (7) The reactants are Cl[C:2]1[N:7]=[C:6]([C:8]2[S:12][C:11]([C:13]([CH3:16])([CH3:15])[CH3:14])=[N:10][C:9]=2[C:17]2[C:18]([F:35])=[C:19]([NH:23][S:24]([C:27]3[C:32]([F:33])=[CH:31][CH:30]=[CH:29][C:28]=3[F:34])(=[O:26])=[O:25])[CH:20]=[CH:21][CH:22]=2)[CH:5]=[CH:4][N:3]=1.[Br-].[CH2:37]([O:39][C:40](=[O:44])[CH2:41][CH2:42][Zn+])[CH3:38].C1COCC1. The catalyst is C1C=CC([P]([Pd]([P](C2C=CC=CC=2)(C2C=CC=CC=2)C2C=CC=CC=2)([P](C2C=CC=CC=2)(C2C=CC=CC=2)C2C=CC=CC=2)[P](C2C=CC=CC=2)(C2C=CC=CC=2)C2C=CC=CC=2)(C2C=CC=CC=2)C2C=CC=CC=2)=CC=1. The product is [F:34][C:28]1[CH:29]=[CH:30][CH:31]=[C:32]([F:33])[C:27]=1[S:24]([NH:23][C:19]1[C:18]([F:35])=[C:17]([C:9]2[N:10]=[C:11]([C:13]([CH3:16])([CH3:15])[CH3:14])[S:12][C:8]=2[C:6]2[CH:5]=[CH:4][N:3]=[C:2]([CH2:42][CH2:41][C:40]([O:39][CH2:37][CH3:38])=[O:44])[N:7]=2)[CH:22]=[CH:21][CH:20]=1)(=[O:26])=[O:25]. The yield is 0.640. (8) The reactants are Br[C:2]1[N:6]([CH3:7])[C:5]([C:8]([O:10][CH3:11])=[O:9])=[CH:4][CH:3]=1.[F:12][C:13]1[CH:18]=[CH:17][C:16](B(O)O)=[C:15]([CH3:22])[CH:14]=1.C([O-])([O-])=O.[Na+].[Na+]. The catalyst is COCCOC.O.C1C=CC([P]([Pd]([P](C2C=CC=CC=2)(C2C=CC=CC=2)C2C=CC=CC=2)([P](C2C=CC=CC=2)(C2C=CC=CC=2)C2C=CC=CC=2)[P](C2C=CC=CC=2)(C2C=CC=CC=2)C2C=CC=CC=2)(C2C=CC=CC=2)C2C=CC=CC=2)=CC=1. The product is [F:12][C:13]1[CH:18]=[CH:17][C:16]([C:2]2[N:6]([CH3:7])[C:5]([C:8]([O:10][CH3:11])=[O:9])=[CH:4][CH:3]=2)=[C:15]([CH3:22])[CH:14]=1. The yield is 0.727. (9) The reactants are [F-].[K+].Cl[C:4]1[C:9]([C:10]#[N:11])=[CH:8][CH:7]=[CH:6][N:5]=1.[S:12]1[CH:16]=[CH:15][C:14](B(O)O)=[CH:13]1. The catalyst is CC(C)([P](C(C)(C)C)([Pd][P](C(C)(C)C)(C(C)(C)C)C(C)(C)C)C(C)(C)C)C.C1C=CC(/C=C/C(/C=C/C2C=CC=CC=2)=O)=CC=1.C1C=CC(/C=C/C(/C=C/C2C=CC=CC=2)=O)=CC=1.C1C=CC(/C=C/C(/C=C/C2C=CC=CC=2)=O)=CC=1.[Pd].[Pd]. The product is [S:12]1[CH:16]=[CH:15][C:14]([C:4]2[N:5]=[CH:6][CH:7]=[CH:8][C:9]=2[C:10]#[N:11])=[CH:13]1. The yield is 0.560.